Dataset: Forward reaction prediction with 1.9M reactions from USPTO patents (1976-2016). Task: Predict the product of the given reaction. (1) Given the reactants [CH3:1][O:2][C:3](=[O:13])[C:4]1[CH:9]=[CH:8][C:7]([OH:10])=[C:6]([O:11][CH3:12])[CH:5]=1.N1C(C)=CC(C)=CC=1C.[F:23][C:24]([F:37])([F:36])[S:25](O[S:25]([C:24]([F:37])([F:36])[F:23])(=[O:27])=[O:26])(=[O:27])=[O:26], predict the reaction product. The product is: [CH3:1][O:2][C:3](=[O:13])[C:4]1[CH:9]=[CH:8][C:7]([O:10][S:25]([C:24]([F:37])([F:36])[F:23])(=[O:27])=[O:26])=[C:6]([O:11][CH3:12])[CH:5]=1. (2) Given the reactants F[C:2]1[CH:7]=[CH:6][CH:5]=[CH:4][C:3]=1[N+:8]([O-:10])=[O:9].C(=O)([O-])[O-].[K+].[K+].[F:17][CH:18]([F:21])[CH2:19][OH:20].O, predict the reaction product. The product is: [F:17][CH:18]([F:21])[CH2:19][O:20][C:2]1[CH:7]=[CH:6][CH:5]=[CH:4][C:3]=1[N+:8]([O-:10])=[O:9]. (3) Given the reactants [NH2:1][C:2]([CH3:8])([CH2:6][OH:7])[C:3]([OH:5])=[O:4].C([O-])(O)=O.[Na+].[C:14](ON1C(=O)CCC1=O)([O:16][CH2:17][CH:18]1[C:30]2[C:25](=[CH:26][CH:27]=[CH:28][CH:29]=2)[C:24]2[C:19]1=[CH:20][CH:21]=[CH:22][CH:23]=2)=[O:15], predict the reaction product. The product is: [CH:29]1[C:30]2[CH:18]([CH2:17][O:16][C:14]([NH:1][C:2]([CH3:8])([CH2:6][OH:7])[C:3]([OH:5])=[O:4])=[O:15])[C:19]3[C:24](=[CH:23][CH:22]=[CH:21][CH:20]=3)[C:25]=2[CH:26]=[CH:27][CH:28]=1. (4) Given the reactants [Cl:1][C:2]1[CH:7]=[C:6]([Cl:8])[CH:5]=[CH:4][C:3]=1[CH:9]1[S:15][C:14]([CH3:17])([CH3:16])[C:13](=[O:18])[NH:12][C:11]2[N:19]([CH3:23])[N:20]=[C:21]([CH3:22])[C:10]1=2.[OH-].[Na+].[CH3:26]OS(OC)(=O)=O.[NH4+].[OH-].C(=O)(O)[O-].[Na+], predict the reaction product. The product is: [Cl:1][C:2]1[CH:7]=[C:6]([Cl:8])[CH:5]=[CH:4][C:3]=1[CH:9]1[S:15][C:14]([CH3:17])([CH3:16])[C:13](=[O:18])[N:12]([CH3:26])[C:11]2[N:19]([CH3:23])[N:20]=[C:21]([CH3:22])[C:10]1=2. (5) The product is: [Cl:7][C:8]1[CH:9]=[C:10]([CH:26]=[C:27]([Cl:29])[CH:28]=1)[CH2:11][N:12]1[CH:16]=[CH:15][N:14]=[C:13]1[CH2:17][O:18][C:19]1[CH:20]=[C:21]([NH:25][C:1](=[O:5])[CH:2]([CH3:4])[CH3:3])[CH:22]=[CH:23][CH:24]=1. Given the reactants [C:1](Cl)(=[O:5])[CH:2]([CH3:4])[CH3:3].[Cl:7][C:8]1[CH:9]=[C:10]([CH:26]=[C:27]([Cl:29])[CH:28]=1)[CH2:11][N:12]1[CH:16]=[CH:15][N:14]=[C:13]1[CH2:17][O:18][C:19]1[CH:20]=[C:21]([NH2:25])[CH:22]=[CH:23][CH:24]=1.C(O)C(N)(CO)CO, predict the reaction product. (6) Given the reactants [C:1]([O:5][C:6]([N:8]1[C:16]2[C:11](=[CH:12][CH:13]=[CH:14][CH:15]=2)[C:10]([CH2:17][C@@H:18]([C:29]([O:31][C:32]([CH3:35])([CH3:34])[CH3:33])=[O:30])[N:19]2[CH:24]=[CH:23][CH:22]=[C:21](C(O)=O)[C:20]2=[O:28])=[CH:9]1)=[O:7])([CH3:4])([CH3:3])[CH3:2].C([N:38]([CH2:41]C)CC)C.C1(P(N=[N+]=[N-])(C2C=CC=CC=2)=[O:50])C=CC=CC=1.[CH2:60]([OH:67])[C:61]1[CH:66]=[CH:65][CH:64]=[CH:63][CH:62]=1, predict the reaction product. The product is: [C:1]([O:5][C:6]([N:8]1[C:16]2[C:11](=[CH:12][CH:13]=[CH:14][CH:15]=2)[C:10]([CH2:17][CH:18]([N:19]2[CH:24]=[CH:23][CH:22]=[C:21]([NH:38][C:41]([O:67][CH2:60][C:61]3[CH:66]=[CH:65][CH:64]=[CH:63][CH:62]=3)=[O:50])[C:20]2=[O:28])[C:29]([O:31][C:32]([CH3:35])([CH3:33])[CH3:34])=[O:30])=[CH:9]1)=[O:7])([CH3:3])([CH3:2])[CH3:4]. (7) Given the reactants [NH2:1][C:2]1[CH:3]=[CH:4][N:5]([CH3:27])[C:6]2[C:7]=1[CH:8]=[N:9][C:10]1[N:19]([C:20]3[CH:25]=[CH:24][C:23]([Cl:26])=[CH:22][CH:21]=3)[CH2:18][CH:17]=[C:12]3[NH:13][C:14](=[O:16])[C:15]=2[C:11]=13.[CH2:28]([S:30](Cl)(=[O:32])=[O:31])[CH3:29].C(N(CC)CC)C, predict the reaction product. The product is: [Cl:26][C:23]1[CH:24]=[CH:25][C:20]([N:19]2[C:10]3=[C:11]4[C:15](=[C:6]5[N:5]([CH3:27])[CH:4]=[CH:3][C:2]([NH:1][S:30]([CH2:28][CH3:29])(=[O:32])=[O:31])=[C:7]5[CH:8]=[N:9]3)[C:14](=[O:16])[NH:13][C:12]4=[CH:17][CH2:18]2)=[CH:21][CH:22]=1. (8) Given the reactants [I-].[Na+].C[Si](Cl)(C)C.C[O:9][C:10]1[C:15]([NH:16][C:17]2[N:25]=[C:24]3[C:20]([NH:21][C:22](=[O:32])[N:23]3[CH:26]3[CH2:31][CH2:30][O:29][CH2:28][CH2:27]3)=[CH:19][N:18]=2)=[CH:14][CH:13]=[CH:12][N:11]=1, predict the reaction product. The product is: [O:9]=[C:10]1[C:15]([NH:16][C:17]2[N:25]=[C:24]3[C:20]([NH:21][C:22](=[O:32])[N:23]3[CH:26]3[CH2:27][CH2:28][O:29][CH2:30][CH2:31]3)=[CH:19][N:18]=2)=[CH:14][CH:13]=[CH:12][NH:11]1. (9) Given the reactants [C:1]1([OH:7])[CH:6]=[CH:5][CH:4]=[CH:3][CH:2]=1.[S:8](=O)(=[O:11])([OH:10])[OH:9], predict the reaction product. The product is: [CH:6]1[C:1]([OH:7])=[CH:2][CH:3]=[C:4]([S:8]([OH:11])(=[O:10])=[O:9])[CH:5]=1. (10) The product is: [NH2:28][C@H:23]1[CH2:24][CH2:25][CH2:26][CH2:27][C@H:22]1[NH:21][C:6]1[C:5]([F:36])=[CH:4][C:3]([C:1]#[N:2])=[C:8]([NH:9][C:10]2[O:14][N:13]=[C:12]([C:15]3[CH:20]=[CH:19][CH:18]=[CH:17][CH:16]=3)[CH:11]=2)[CH:7]=1. Given the reactants [C:1]([C:3]1[C:8]([NH:9][C:10]2[O:14][N:13]=[C:12]([C:15]3[CH:20]=[CH:19][CH:18]=[CH:17][CH:16]=3)[CH:11]=2)=[CH:7][C:6]([NH:21][C@@H:22]2[CH2:27][CH2:26][CH2:25][CH2:24][C@@H:23]2[NH:28]C(=O)OC(C)(C)C)=[C:5]([F:36])[CH:4]=1)#[N:2], predict the reaction product.